Task: Predict which catalyst facilitates the given reaction.. Dataset: Catalyst prediction with 721,799 reactions and 888 catalyst types from USPTO (1) Reactant: [CH3:1][N:2]=[C:3]=[O:4].[CH2:5]([N:12]1[CH2:17][CH2:16][CH:15]([OH:18])[CH2:14][CH2:13]1)[C:6]1[CH:11]=[CH:10][CH:9]=[CH:8][CH:7]=1. Product: [CH3:1][NH:2][C:3](=[O:4])[O:18][CH:15]1[CH2:16][CH2:17][N:12]([CH2:5][C:6]2[CH:7]=[CH:8][CH:9]=[CH:10][CH:11]=2)[CH2:13][CH2:14]1. The catalyst class is: 22. (2) Reactant: C([N:8]1[CH2:12][CH2:11][CH:10]([O:13][C:14]2[CH:19]=[C:18]([F:20])[CH:17]=[CH:16][C:15]=2[C:21]2[CH:26]=[CH:25][N:24]=[CH:23][N:22]=2)[CH2:9]1)C1C=CC=CC=1.C([O-])=O.[NH4+]. Product: [F:20][C:18]1[CH:17]=[CH:16][C:15]([C:21]2[CH:26]=[CH:25][N:24]=[CH:23][N:22]=2)=[C:14]([O:13][CH:10]2[CH2:11][CH2:12][NH:8][CH2:9]2)[CH:19]=1. The catalyst class is: 43. (3) Reactant: [H-].[Na+].[CH3:3][NH:4][C:5]1[N:9]([CH3:10])[C:8]([C:11]2[CH:16]=[CH:15][N:14]=[CH:13][CH:12]=2)=[N:7][N:6]=1.Cl[CH:18]([C:20]1[NH:24][N:23]([C:25]2[CH:30]=[CH:29][CH:28]=[C:27]([Cl:31])[CH:26]=2)[C:22](=[O:32])[N:21]=1)[CH3:19].[Cl-].[NH4+]. Product: [Cl:31][C:27]1[CH:26]=[C:25]([N:23]2[C:22](=[O:32])[NH:21][C:20]([CH:18]([N:4]([CH3:3])[C:5]3[N:9]([CH3:10])[C:8]([C:11]4[CH:16]=[CH:15][N:14]=[CH:13][CH:12]=4)=[N:7][N:6]=3)[CH3:19])=[N:24]2)[CH:30]=[CH:29][CH:28]=1. The catalyst class is: 3. (4) Reactant: Cl.[N:2]1[CH:7]=[CH:6][CH:5]=[C:4](C=CC(Cl)=O)[CH:3]=1.[CH3:13][C:14]1[CH:20]=[CH:19][C:18]([N+:21]([O-:23])=[O:22])=[CH:17][C:15]=1[NH2:16].C(N([CH2:29][CH3:30])CC)C.[C:31](=O)([O-])[O-:32].[K+].[K+]. Product: [CH3:13][C:14]1[CH:20]=[CH:19][C:18]([N+:21]([O-:23])=[O:22])=[CH:17][C:15]=1[NH:16][C:31](=[O:32])[CH:29]=[CH:30][C:7]1[CH:6]=[CH:5][CH:4]=[CH:3][N:2]=1. The catalyst class is: 4. (5) Reactant: C(NC(C)C)(C)C.[Li]CCCC.CCCCCC.[Sn:19]([CH:32]([C:34]1[CH:39]=[CH:38][CH:37]=[CH:36][CH:35]=1)[OH:33])([CH2:28][CH2:29][CH2:30][CH3:31])([CH2:24][CH2:25][CH2:26][CH3:27])[CH2:20][CH2:21][CH2:22][CH3:23].N(C(N1CCCCC1)=O)=NC(N1CCCCC1)=O. Product: [Sn:19]([C:32]([C:34]1[CH:35]=[CH:36][CH:37]=[CH:38][CH:39]=1)=[O:33])([CH2:20][CH2:21][CH2:22][CH3:23])([CH2:28][CH2:29][CH2:30][CH3:31])[CH2:24][CH2:25][CH2:26][CH3:27]. The catalyst class is: 1. (6) Reactant: [Si:1]([O:8][CH2:9][C@@H:10]1[CH2:14][CH2:13][C@H:12]([CH2:15][O:16][Si:17]([C:20]([CH3:23])([CH3:22])[CH3:21])([CH3:19])[CH3:18])[N:11]1[C:24]1[N:29]=[C:28]([C:30]2[CH:35]=[CH:34][C:33]([N+:36]([O-])=O)=[CH:32][CH:31]=2)[N:27]=[C:26]([N:39]2[CH2:45][CH:44]3[O:46][CH:41]([CH2:42][CH2:43]3)[CH2:40]2)[N:25]=1)([C:4]([CH3:7])([CH3:6])[CH3:5])([CH3:3])[CH3:2].[H][H]. Product: [CH:41]12[O:46][CH:44]([CH2:43][CH2:42]1)[CH2:45][N:39]([C:26]1[N:25]=[C:24]([N:11]3[C@@H:12]([CH2:15][O:16][Si:17]([C:20]([CH3:22])([CH3:23])[CH3:21])([CH3:19])[CH3:18])[CH2:13][CH2:14][C@H:10]3[CH2:9][O:8][Si:1]([C:4]([CH3:5])([CH3:6])[CH3:7])([CH3:3])[CH3:2])[N:29]=[C:28]([C:30]3[CH:35]=[CH:34][C:33]([NH2:36])=[CH:32][CH:31]=3)[N:27]=1)[CH2:40]2. The catalyst class is: 304. (7) Reactant: [CH3:1][C:2]1[N:3]([CH2:21][C:22]2[CH:23]=[C:24]([CH:28]=[CH:29][CH:30]=2)[C:25](O)=[O:26])[C:4]2[C:9]([CH:10]=1)=[CH:8][C:7]([C:11]([OH:20])([C:16]([F:19])([F:18])[F:17])[C:12]([F:15])([F:14])[F:13])=[CH:6][CH:5]=2.Cl.[CH3:32][NH:33][CH3:34].CN1CCOCC1.C1C=CC2N(O)N=NC=2C=1.CCN=C=NCCCN(C)C. Product: [CH3:32][N:33]([CH3:34])[C:25](=[O:26])[C:24]1[CH:28]=[CH:29][CH:30]=[C:22]([CH2:21][N:3]2[C:4]3[C:9](=[CH:8][C:7]([C:11]([OH:20])([C:16]([F:19])([F:18])[F:17])[C:12]([F:13])([F:14])[F:15])=[CH:6][CH:5]=3)[CH:10]=[C:2]2[CH3:1])[CH:23]=1. The catalyst class is: 1.